This data is from Reaction yield outcomes from USPTO patents with 853,638 reactions. The task is: Predict the reaction yield, written as a fraction of the theoretical maximum amount of product (1.0 means a 100% yield; for example, 0.34 means a 34% yield). (1) The reactants are [C:1]([C:3]1[CH:4]=[C:5]([NH:10][C:11](=[O:14])[CH2:12][CH3:13])[CH:6]=[C:7]([F:9])[CH:8]=1)#[N:2].O1C2C=CC(CNC3C=C(C=CC=3F)C#N)=CC=2OCC1.Br[CH2:37][C:38]1[CH:43]=[CH:42][CH:41]=[C:40]([O:44][CH:45]([CH3:47])[CH3:46])[CH:39]=1. No catalyst specified. The product is [C:1]([C:3]1[CH:4]=[C:5]([N:10]([CH2:37][C:38]2[CH:43]=[CH:42][CH:41]=[C:40]([O:44][CH:45]([CH3:47])[CH3:46])[CH:39]=2)[C:11](=[O:14])[CH2:12][CH3:13])[CH:6]=[C:7]([F:9])[CH:8]=1)#[N:2]. The yield is 0.790. (2) The yield is 0.430. The product is [CH3:1][O:2][C:3]([C:4]1[CH:9]=[C:8]([C:25]2[CH:32]=[CH:31][CH:30]=[C:27]([C:28]#[N:29])[CH:26]=2)[C:7]([C:11]([F:14])([F:13])[F:12])=[CH:6][C:5]=1[NH:15][C:16](=[O:18])[CH3:17])=[O:19]. The catalyst is O1CCOCC1.C1C=CC([P]([Pd]([P](C2C=CC=CC=2)(C2C=CC=CC=2)C2C=CC=CC=2)([P](C2C=CC=CC=2)(C2C=CC=CC=2)C2C=CC=CC=2)[P](C2C=CC=CC=2)(C2C=CC=CC=2)C2C=CC=CC=2)(C2C=CC=CC=2)C2C=CC=CC=2)=CC=1. The reactants are [CH3:1][O:2][C:3](=[O:19])[C:4]1[CH:9]=[C:8](I)[C:7]([C:11]([F:14])([F:13])[F:12])=[CH:6][C:5]=1[NH:15][C:16](=[O:18])[CH3:17].C([Sn](CCCC)(CCCC)[C:25]1[CH:26]=[C:27]([CH:30]=[CH:31][CH:32]=1)[C:28]#[N:29])CCC. (3) The reactants are [C:1]([O:5][C:6]([N:8]1[CH2:13][CH2:12][N:11]([C:14]2[C:15](=[O:33])[N:16]([CH2:29][CH:30]([CH3:32])[CH3:31])[N:17]=[C:18]([C:21]3[CH:26]=[CH:25][C:24](C)=[C:23](F)[CH:22]=3)[C:19]=2[CH3:20])[CH2:10][CH2:9]1)=[O:7])([CH3:4])([CH3:3])[CH3:2].C(N1C(=O)C(C[O:46][S:47]([CH3:50])(=O)=[O:48])=CC(C2C=CC(S(C)(=O)=O)=CC=2)=N1)C(C)C.N1(C(OC(C)(C)C)=O)CCNCC1. No catalyst specified. The product is [C:1]([O:5][C:6]([N:8]1[CH2:13][CH2:12][N:11]([C:14]2[C:15](=[O:33])[N:16]([CH2:29][CH:30]([CH3:32])[CH3:31])[N:17]=[C:18]([C:21]3[CH:26]=[CH:25][C:24]([S:47]([CH3:50])(=[O:48])=[O:46])=[CH:23][CH:22]=3)[C:19]=2[CH3:20])[CH2:10][CH2:9]1)=[O:7])([CH3:4])([CH3:3])[CH3:2]. The yield is 0.759. (4) The reactants are [Cl:1][C:2]1[CH:7]=[CH:6][C:5]([CH:8]2[CH2:12][N:11]([C:13]([CH:15]3[CH2:20][CH2:19][NH:18][CH2:17][CH2:16]3)=[O:14])[CH2:10][CH:9]2[N:21]([CH3:36])[C:22](=[O:35])[C:23]2[CH:28]=[CH:27][C:26]([O:29][CH3:30])=[C:25]([C:31]([F:34])([F:33])[F:32])[CH:24]=2)=[CH:4][CH:3]=1.C(O[BH-](O[C:47](=O)[CH3:48])OC(=O)C)(=O)C.[Na+].[C:51](=O)([O-])[O-].[Na+].[Na+]. The catalyst is ClCCl.C(OCC)(=O)C. The product is [Cl:1][C:2]1[CH:3]=[CH:4][C:5]([CH:8]2[CH2:12][N:11]([C:13]([CH:15]3[CH2:20][CH2:19][N:18]([CH:47]([CH3:48])[CH3:51])[CH2:17][CH2:16]3)=[O:14])[CH2:10][CH:9]2[N:21]([CH3:36])[C:22](=[O:35])[C:23]2[CH:28]=[CH:27][C:26]([O:29][CH3:30])=[C:25]([C:31]([F:33])([F:32])[F:34])[CH:24]=2)=[CH:6][CH:7]=1. The yield is 0.730.